Dataset: Full USPTO retrosynthesis dataset with 1.9M reactions from patents (1976-2016). Task: Predict the reactants needed to synthesize the given product. Given the product [CH2:1]([CH:5]1[N:10]([C:11](=[O:26])[CH2:12][CH2:13][C:14]2[NH:18][CH:17]=[N:16][CH:15]=2)[CH2:9][CH2:8][N:7]2[CH:27]=[C:28]([C:30]3[CH:35]=[CH:34][CH:33]=[CH:32][C:31]=3[O:36][CH3:37])[N:29]=[C:6]12)[CH2:2][CH2:3][CH3:4], predict the reactants needed to synthesize it. The reactants are: [CH2:1]([CH:5]1[N:10]([C:11](=[O:26])[CH2:12][CH2:13][C:14]2[NH:18][C:17](C(OC(C)(C)C)=O)=[N:16][CH:15]=2)[CH2:9][CH2:8][N:7]2[CH:27]=[C:28]([C:30]3[CH:35]=[CH:34][CH:33]=[CH:32][C:31]=3[O:36][CH3:37])[N:29]=[C:6]12)[CH2:2][CH2:3][CH3:4].Cl.